From a dataset of NCI-60 drug combinations with 297,098 pairs across 59 cell lines. Regression. Given two drug SMILES strings and cell line genomic features, predict the synergy score measuring deviation from expected non-interaction effect. Drug 1: C1=NC2=C(N1)C(=S)N=C(N2)N. Drug 2: CC1=C(N=C(N=C1N)C(CC(=O)N)NCC(C(=O)N)N)C(=O)NC(C(C2=CN=CN2)OC3C(C(C(C(O3)CO)O)O)OC4C(C(C(C(O4)CO)O)OC(=O)N)O)C(=O)NC(C)C(C(C)C(=O)NC(C(C)O)C(=O)NCCC5=NC(=CS5)C6=NC(=CS6)C(=O)NCCC[S+](C)C)O. Cell line: HCT-15. Synergy scores: CSS=34.2, Synergy_ZIP=0.399, Synergy_Bliss=0.831, Synergy_Loewe=-5.23, Synergy_HSA=1.81.